This data is from Full USPTO retrosynthesis dataset with 1.9M reactions from patents (1976-2016). The task is: Predict the reactants needed to synthesize the given product. (1) Given the product [CH:19]([O:22][C:2]1[N:7]=[C:6]([NH:8][CH2:9][C:10]([F:13])([F:12])[F:11])[C:5]([N+:14]([O-:16])=[O:15])=[CH:4][CH:3]=1)([CH3:21])[CH3:20], predict the reactants needed to synthesize it. The reactants are: Cl[C:2]1[N:7]=[C:6]([NH:8][CH2:9][C:10]([F:13])([F:12])[F:11])[C:5]([N+:14]([O-:16])=[O:15])=[CH:4][CH:3]=1.[H-].[Na+].[CH:19]([OH:22])([CH3:21])[CH3:20]. (2) Given the product [C:15]([O:14][N:13]=[C:11]1[CH2:12][N:8]([C:6]([C:28]2[C:23](=[O:22])[O:24][C:25]([CH2:32][CH2:33][CH2:34][CH2:35][CH3:36])=[CH:26][CH:27]=2)=[O:7])[C@H:9]([C:19]([NH:41][CH2:40][CH2:39][O:38][CH3:37])=[O:21])[CH2:10]1)([CH3:16])([CH3:17])[CH3:18], predict the reactants needed to synthesize it. The reactants are: C(O[C:6]([N:8]1[CH2:12][C:11](=[N:13][O:14][C:15]([CH3:18])([CH3:17])[CH3:16])[CH2:10][C@H:9]1[C:19]([OH:21])=O)=[O:7])(C)(C)C.[O:22]=[C:23]1[C:28](C(Cl)=O)=[CH:27][CH:26]=[C:25]([CH2:32][CH2:33][CH2:34][CH2:35][CH3:36])[O:24]1.[CH3:37][O:38][CH2:39][CH2:40][NH2:41]. (3) Given the product [CH3:25][C:11]1[C:12]2=[CH:13][C:14]([CH2:15][CH2:16][C@:17]2([CH3:18])[C@H:19]2[CH2:20][CH2:21][C@:22]3([CH3:23])[C@@:2]([O:1][C:26]([CH3:27])=[O:28])([C:3]([CH3:4])=[O:5])[CH2:6][CH2:7][C@H:8]3[C@@H:9]2[CH:10]=1)=[O:24], predict the reactants needed to synthesize it. The reactants are: [OH:1][C@:2]1([C@:22]2([CH3:23])[C@H:8]([C@H:9]3[C@H:19]([CH2:20][CH2:21]2)[C@:17]2([CH3:18])[C:12](=[CH:13][C:14](=[O:24])[CH:15]=[CH:16]2)[CH:11]([CH3:25])[CH2:10]3)[CH2:7][CH2:6]1)[C:3](=[O:5])[CH3:4].[C:26]([O-])(=[O:28])[CH3:27]. (4) Given the product [CH:1]1([C:7]2[N:11]([CH2:12][C:13]3[CH:21]=[CH:20][C:16]([C:17]([NH:44][CH2:45][C@@H:46]([OH:51])[C:47]([O:49][CH3:50])=[O:48])=[O:19])=[CH:15][CH:14]=3)[N:10]=[C:9]([C:22]3[CH:23]=[CH:24][C:25]([O:28][C:29]([F:30])([F:31])[F:32])=[CH:26][CH:27]=3)[CH:8]=2)[CH2:6][CH2:5][CH2:4][CH2:3][CH2:2]1, predict the reactants needed to synthesize it. The reactants are: [CH:1]1([C:7]2[N:11]([CH2:12][C:13]3[CH:21]=[CH:20][C:16]([C:17]([OH:19])=O)=[CH:15][CH:14]=3)[N:10]=[C:9]([C:22]3[CH:27]=[CH:26][C:25]([O:28][C:29]([F:32])([F:31])[F:30])=[CH:24][CH:23]=3)[CH:8]=2)[CH2:6][CH2:5][CH2:4][CH2:3][CH2:2]1.C1C=CC2N(O)N=NC=2C=1.Cl.[NH2:44][CH2:45][C@@H:46]([OH:51])[C:47]([O:49][CH3:50])=[O:48].CCN(C(C)C)C(C)C. (5) Given the product [C:25]([O:24][C:22](=[O:23])[N:21]([CH2:20][C:16]1[C:17]2[C:12](=[CH:11][C:10]([S:7]([C:1]3[CH:2]=[CH:3][CH:4]=[CH:5][CH:6]=3)(=[O:9])=[O:8])=[CH:19][CH:18]=2)[CH:13]=[CH:14][CH:15]=1)[CH3:42])([CH3:28])([CH3:27])[CH3:26], predict the reactants needed to synthesize it. The reactants are: [C:1]1([S:7]([C:10]2[CH:11]=[C:12]3[C:17](=[CH:18][CH:19]=2)[C:16]([C:20]#[N:21])=[CH:15][CH:14]=[CH:13]3)(=[O:9])=[O:8])[CH:6]=[CH:5][CH:4]=[CH:3][CH:2]=1.[C:22](O[C:22]([O:24][C:25]([CH3:28])([CH3:27])[CH3:26])=[O:23])([O:24][C:25]([CH3:28])([CH3:27])[CH3:26])=[O:23].[BH4-].[Na+].[H-].[Na+].I[CH3:42].